This data is from Forward reaction prediction with 1.9M reactions from USPTO patents (1976-2016). The task is: Predict the product of the given reaction. Given the reactants [Cl:1][CH2:2][CH2:3][CH2:4][CH2:5][CH2:6][CH2:7][OH:8].[C:9](=O)([O:20]C1C=CC([N+]([O-])=O)=CC=1)[O:10][C@@H:11]1[CH2:15][O:14][C@@H:13]2[C@H:16]([OH:19])[CH2:17][O:18][C@H:12]12, predict the reaction product. The product is: [C:9](=[O:20])([O:8][CH2:7][CH2:6][CH2:5][CH2:4][CH2:3][CH2:2][Cl:1])[O:10][C@@H:11]1[CH2:15][O:14][C@@H:13]2[C@H:16]([OH:19])[CH2:17][O:18][C@H:12]12.